Dataset: Microsomal clearance measurements from AstraZeneca. Task: Regression/Classification. Given a drug SMILES string, predict its absorption, distribution, metabolism, or excretion properties. Task type varies by dataset: regression for continuous measurements (e.g., permeability, clearance, half-life) or binary classification for categorical outcomes (e.g., BBB penetration, CYP inhibition). For this dataset (clearance_microsome_az), we predict log10(clearance) (log10 of the in vitro intrinsic clearance, CLint, in uL/min per mg of human liver microsomal protein, equivalently mL/min/g; values are censored to the assay range of 3 to 150, which is 0.477 to 2.18 on this log10 scale). (1) The drug is COc1ccccc1OCCNCC(O)COc1cccc2[nH]c3ccccc3c12. The log10(clearance) is 1.62. (2) The molecule is COc1cccc2sc(NC(=O)c3ccccc3)nc12. The log10(clearance) is 1.87. (3) The molecule is Cc1c(Sc2ccc(Cl)cc2)c2cccc(Cl)c2n1CC(=O)O. The log10(clearance) is 0.480. (4) The molecule is CCN(C(=O)Cc1ccc(S(C)(=O)=O)cc1)C1CCN(CCC(c2ccccc2)c2ccc(C#N)cc2)CC1. The log10(clearance) is 0.480. (5) The log10(clearance) is 0.480. The drug is CNCCC(Oc1ccccc1OC)c1ccccc1.